Dataset: Peptide-MHC class II binding affinity with 134,281 pairs from IEDB. Task: Regression. Given a peptide amino acid sequence and an MHC pseudo amino acid sequence, predict their binding affinity value. This is MHC class II binding data. (1) The peptide sequence is AGWLADRSVRYPI. The MHC is DRB1_0401 with pseudo-sequence DRB1_0401. The binding affinity (normalized) is 0.803. (2) The peptide sequence is MNFDIPEEIKQLQQF. The MHC is DRB4_0101 with pseudo-sequence DRB4_0103. The binding affinity (normalized) is 0.470. (3) The peptide sequence is KSSKPLVGPFNFRFM. The MHC is HLA-DQA10401-DQB10402 with pseudo-sequence HLA-DQA10401-DQB10402. The binding affinity (normalized) is 0.0798. (4) The peptide sequence is FTVQKGSDPKKLVLD. The MHC is DRB1_0101 with pseudo-sequence DRB1_0101. The binding affinity (normalized) is 0.302.